This data is from Drug-induced liver injury (DILI) classification data. The task is: Regression/Classification. Given a drug SMILES string, predict its toxicity properties. Task type varies by dataset: regression for continuous values (e.g., LD50, hERG inhibition percentage) or binary classification for toxic/non-toxic outcomes (e.g., AMES mutagenicity, cardiotoxicity, hepatotoxicity). Dataset: dili. (1) The compound is CC(=O)Nc1nnc(S(N)(=O)=O)s1. The result is 1 (causes liver injury). (2) The compound is COc1cc(CC2c3c(cc(OC)c(OC)c3OC)CC[N+]2(C)CCCOC(=O)CCC(=O)OCCC[N+]2(C)CCc3cc(OC)c(OC)c(OC)c3C2Cc2cc(OC)c(OC)c(OC)c2)cc(OC)c1OC.[Cl-].[Cl-]. The result is 0 (no liver injury).